This data is from Full USPTO retrosynthesis dataset with 1.9M reactions from patents (1976-2016). The task is: Predict the reactants needed to synthesize the given product. (1) The reactants are: [CH2:1]([C:9]1[CH:15]=[CH:14][C:12]([NH2:13])=[CH:11][CH:10]=1)[CH2:2][CH2:3][CH2:4][CH2:5][CH2:6][CH2:7][CH3:8].[OH:16][C@H:17]1[CH2:21][CH2:20][NH:19][C@@H:18]1[C:22](O)=[O:23].ClC(Cl)C.Cl.CN(C)CCCN=C=NCC.C1C=CC2N(O)N=NC=2C=1.FC(F)(F)C(O)=O.Cl. Given the product [OH:16][C@H:17]1[CH2:21][CH2:20][NH:19][C@@H:18]1[C:22]([NH:13][C:12]1[CH:11]=[CH:10][C:9]([CH2:1][CH2:2][CH2:3][CH2:4][CH2:5][CH2:6][CH2:7][CH3:8])=[CH:15][CH:14]=1)=[O:23], predict the reactants needed to synthesize it. (2) Given the product [C:40]([O:39][C:37]([N:31]1[C@H:32]([CH3:36])[CH2:33][N:34]([CH2:20][C:17]2[CH:16]=[N:15][C:14]([NH:13][C:10]3[N:11]=[CH:12][C:7]4[CH:6]=[C:5]([C:3](=[O:4])[N:2]([CH3:1])[CH3:28])[N:22]([CH:23]5[CH2:24][CH2:25][CH2:26][CH2:27]5)[C:8]=4[N:9]=3)=[CH:19][CH:18]=2)[CH2:35][C@@H:30]1[CH3:29])=[O:38])([CH3:43])([CH3:41])[CH3:42], predict the reactants needed to synthesize it. The reactants are: [CH3:1][N:2]([CH3:28])[C:3]([C:5]1[N:22]([CH:23]2[CH2:27][CH2:26][CH2:25][CH2:24]2)[C:8]2[N:9]=[C:10]([NH:13][C:14]3[CH:19]=[CH:18][C:17]([CH:20]=O)=[CH:16][N:15]=3)[N:11]=[CH:12][C:7]=2[CH:6]=1)=[O:4].[CH3:29][C@@H:30]1[CH2:35][NH:34][CH2:33][C@H:32]([CH3:36])[N:31]1[C:37]([O:39][C:40]([CH3:43])([CH3:42])[CH3:41])=[O:38]. (3) Given the product [C:18]1([CH3:28])[C:19]([S:22]([O:12][CH2:11][CH2:10][O:9][CH2:8][CH2:7][O:6][CH2:5][CH2:4][O:3][CH2:2][CH2:1][OH:13])(=[O:23])=[O:24])=[CH:20][CH:21]=[CH:16][CH:17]=1, predict the reactants needed to synthesize it. The reactants are: [CH2:1]([OH:13])[CH2:2][O:3][CH2:4][CH2:5][O:6][CH2:7][CH2:8][O:9][CH2:10][CH2:11][OH:12].[I-].[K+].[C:16]1(C)[CH:21]=[CH:20][C:19]([S:22](Cl)(=[O:24])=[O:23])=[CH:18][CH:17]=1.Cl[CH2:28]Cl. (4) The reactants are: [Br:1][C:2]1[CH:3]=[CH:4][C:5](F)=[C:6]([CH:9]=1)[CH:7]=[O:8].[OH:11][C:12]1[CH:17]=[CH:16][C:15]([CH2:18][CH2:19][CH2:20][OH:21])=[CH:14][CH:13]=1.C([O-])([O-])=O.[K+].[K+]. Given the product [Br:1][C:2]1[CH:3]=[CH:4][C:5]([O:11][C:12]2[CH:13]=[CH:14][C:15]([CH2:18][CH2:19][CH2:20][OH:21])=[CH:16][CH:17]=2)=[C:6]([CH:9]=1)[CH:7]=[O:8], predict the reactants needed to synthesize it. (5) Given the product [C:1]([O:4][C@H:5]1[C@@H:10]([OH:11])[CH2:9][CH2:8][CH2:7][C@@H:6]1[N:12]=[N+:13]=[N-:14])(=[O:3])[CH3:2], predict the reactants needed to synthesize it. The reactants are: [C:1]([O:4][C@H:5]1[C@H:10]([OH:11])[CH2:9][CH2:8][CH2:7][C@@H:6]1[N:12]=[N+:13]=[N-:14])(=[O:3])[CH3:2].N1C=CC=CC=1.O(S(C(F)(F)F)(=O)=O)S(C(F)(F)F)(=O)=O.